From a dataset of Peptide-MHC class II binding affinity with 134,281 pairs from IEDB. Regression. Given a peptide amino acid sequence and an MHC pseudo amino acid sequence, predict their binding affinity value. This is MHC class II binding data. The peptide sequence is YLKFLANVSTVLTGK. The MHC is DRB1_0405 with pseudo-sequence DRB1_0405. The binding affinity (normalized) is 0.746.